From a dataset of Full USPTO retrosynthesis dataset with 1.9M reactions from patents (1976-2016). Predict the reactants needed to synthesize the given product. Given the product [Br:1][C:2]1[CH:10]=[C:9]2[C:5]([C:6]([C:11]([OH:13])=[O:12])=[CH:7][N:8]2[CH2:17][C:18]#[N:19])=[CH:4][CH:3]=1, predict the reactants needed to synthesize it. The reactants are: [Br:1][C:2]1[CH:10]=[C:9]2[C:5]([C:6]([C:11]([OH:13])=[O:12])=[CH:7][NH:8]2)=[CH:4][CH:3]=1.[H-].[Na+].Br[CH2:17][C:18]#[N:19].Cl.